From a dataset of Forward reaction prediction with 1.9M reactions from USPTO patents (1976-2016). Predict the product of the given reaction. (1) Given the reactants [CH3:1]CN(CC)CC.[Cl:8][C:9]1[CH:10]=[C:11]([C:15]2[CH:20]=[CH:19][C:18]([CH2:21][C@@H:22]([NH:29][C:30]([C:32]3[CH:41]=[CH:40][C:35]4[N:36]=[N:37][N:38]([OH:39])[C:34]=4[CH:33]=3)=[O:31])[CH2:23][C@@H:24]([OH:28])[C:25]([OH:27])=[O:26])=[CH:17][CH:16]=2)[CH:12]=[CH:13][CH:14]=1.[C:42]([O:45][CH2:46]Br)(=[O:44])[CH3:43].CC(C)=O.[C:52]([OH:58])([C:54](F)(F)F)=[O:53].C(Cl)Cl, predict the reaction product. The product is: [C:42]([O:45][CH2:46][O:26][C:25](=[O:27])[C@H:24]([OH:28])[CH2:23][C@H:22]([NH:29][C:30]([C:32]1[CH:41]=[CH:40][C:35]2[N:36]=[N:37][N:38]([O:39][CH2:1][O:58][C:52](=[O:53])[CH3:54])[C:34]=2[CH:33]=1)=[O:31])[CH2:21][C:18]1[CH:17]=[CH:16][C:15]([C:11]2[CH:12]=[CH:13][CH:14]=[C:9]([Cl:8])[CH:10]=2)=[CH:20][CH:19]=1)(=[O:44])[CH3:43]. (2) Given the reactants C(OC1N=NC(C#CC2C=CC(C(F)(F)F)=CN=2)=CC=1OCC1C=CC=CC=1)C1C=CC=CC=1.[CH2:35]([O:42][C:43]1[N:44]=[N:45][C:46]([C:57]#[CH:58])=[CH:47][C:48]=1[O:49][CH2:50][C:51]1[CH:56]=[CH:55][CH:54]=[CH:53][CH:52]=1)[C:36]1[CH:41]=[CH:40][CH:39]=[CH:38][CH:37]=1.Br[C:60]1[C:65]([F:66])=[CH:64][CH:63]=[CH:62][C:61]=1[F:67], predict the reaction product. The product is: [CH2:35]([O:42][C:43]1[N:44]=[N:45][C:46]([C:57]#[C:58][C:60]2[C:65]([F:66])=[CH:64][CH:63]=[CH:62][C:61]=2[F:67])=[CH:47][C:48]=1[O:49][CH2:50][C:51]1[CH:56]=[CH:55][CH:54]=[CH:53][CH:52]=1)[C:36]1[CH:37]=[CH:38][CH:39]=[CH:40][CH:41]=1. (3) Given the reactants Cl[C:2]1[N:7]=[CH:6][N:5]([CH2:8][C:9]2[CH:14]=[CH:13][C:12]([Cl:15])=[CH:11][CH:10]=2)[C:4](=[O:16])[N:3]=1.C(N(CC)CC)C.[CH3:24][C:25]1([CH3:38])[C:29]([CH3:31])([CH3:30])[O:28][B:27]([C:32]2[CH2:33][CH2:34][NH:35][CH2:36][CH:37]=2)[O:26]1, predict the reaction product. The product is: [Cl:15][C:12]1[CH:13]=[CH:14][C:9]([CH2:8][N:5]2[CH:6]=[N:7][C:2]([N:35]3[CH2:34][CH2:33][C:32]([B:27]4[O:28][C:29]([CH3:31])([CH3:30])[C:25]([CH3:38])([CH3:24])[O:26]4)=[CH:37][CH2:36]3)=[N:3][C:4]2=[O:16])=[CH:10][CH:11]=1.